This data is from Experimentally validated miRNA-target interactions with 360,000+ pairs, plus equal number of negative samples. The task is: Binary Classification. Given a miRNA mature sequence and a target amino acid sequence, predict their likelihood of interaction. The miRNA is hsa-miR-548d-3p with sequence CAAAAACCACAGUUUCUUUUGC. The protein sequence of the target gene is MAAAAEGVLATRSDEPARDDAAVETAEEAKEPAEADITELCRDMFSKMATYLTGELTATSEDYKLLENMNKLTSLKYLEMKDIAINISRNLKDLNQKYAGLQPYLDQINVIEEQVAALEQAAYKLDAYSKKLEAKYKKLEKR. Result: 0 (no interaction).